This data is from Forward reaction prediction with 1.9M reactions from USPTO patents (1976-2016). The task is: Predict the product of the given reaction. (1) Given the reactants [NH3:1].[CH2:2]([O:4][C:5]([C:7]1[C:8]2[S:16][CH:15]=[C:14]([CH2:17][O:18][C:19]3[CH:24]=[CH:23][CH:22]=[C:21]([O:25][CH2:26][C:27]4[CH:32]=[CH:31][CH:30]=[C:29]([Cl:33])[CH:28]=4)[CH:20]=3)[C:9]=2[C:10](Cl)=[N:11][CH:12]=1)=[O:6])[CH3:3], predict the reaction product. The product is: [CH2:2]([O:4][C:5]([C:7]1[C:8]2[S:16][CH:15]=[C:14]([CH2:17][O:18][C:19]3[CH:24]=[CH:23][CH:22]=[C:21]([O:25][CH2:26][C:27]4[CH:32]=[CH:31][CH:30]=[C:29]([Cl:33])[CH:28]=4)[CH:20]=3)[C:9]=2[C:10]([NH2:1])=[N:11][CH:12]=1)=[O:6])[CH3:3]. (2) The product is: [N:23]1([C:21]([CH:11]2[N:12]([C:15](=[O:20])[C:16]([F:19])([F:18])[F:17])[CH2:13][CH2:14][N:9]([CH:6]3[CH2:5][CH2:4][N:3]([C:35]([C:34]4[C:33]5[CH:38]=[CH:39][CH:40]=[CH:41][C:32]=5[S:31][C:30]=4[NH2:29])=[O:36])[CH2:8][CH2:7]3)[CH2:10]2)=[O:22])[CH2:24][CH2:25][O:26][CH2:27][CH2:28]1. Given the reactants Cl.Cl.[NH:3]1[CH2:8][CH2:7][CH:6]([N:9]2[CH2:14][CH2:13][N:12]([C:15](=[O:20])[C:16]([F:19])([F:18])[F:17])[CH:11]([C:21]([N:23]3[CH2:28][CH2:27][O:26][CH2:25][CH2:24]3)=[O:22])[CH2:10]2)[CH2:5][CH2:4]1.[NH2:29][C:30]1[S:31][C:32]2[CH:41]=[CH:40][CH:39]=[CH:38][C:33]=2[C:34]=1[C:35](O)=[O:36], predict the reaction product. (3) Given the reactants [OH:1][C:2]1[CH:7]=[CH:6][C:5]([CH2:8][C:9]([O:11][CH3:12])=[O:10])=[CH:4][CH:3]=1.Br[CH:14]([CH3:16])[CH3:15].C(=O)([O-])[O-].[K+].[K+], predict the reaction product. The product is: [CH:14]([O:1][C:2]1[CH:3]=[CH:4][C:5]([CH2:8][C:9]([O:11][CH3:12])=[O:10])=[CH:6][CH:7]=1)([CH3:16])[CH3:15]. (4) The product is: [NH2:1][C:2]1[CH:7]=[C:6]([C:11]#[N:12])[CH:5]=[C:4]([NH2:9])[N:3]=1. Given the reactants [NH2:1][C:2]1[CH:7]=[C:6](Br)[CH:5]=[C:4]([NH2:9])[N:3]=1.[Cu][C:11]#[N:12], predict the reaction product.